From a dataset of Forward reaction prediction with 1.9M reactions from USPTO patents (1976-2016). Predict the product of the given reaction. (1) Given the reactants Br[C:2]1[CH:3]=[C:4]2[C:9](=[CH:10][CH:11]=1)[N:8]=[CH:7][N:6]([C:12](=[O:16])[CH2:13][CH2:14][OH:15])[C:5]2=[O:17].[CH3:18][C:19]1[CH:24]=[CH:23][CH:22]=[C:21]([CH3:25])[C:20]=1B(O)O.C(=O)([O-])[O-].[K+].[K+].C1(P(C2C=CC=CC=2)C2C=CC=CC=2)C=CC=CC=1.C(=O)(O)[O-], predict the reaction product. The product is: [CH3:18][C:19]1[CH:24]=[CH:23][CH:22]=[C:21]([CH3:25])[C:20]=1[C:2]1[CH:3]=[C:4]2[C:9](=[CH:10][CH:11]=1)[N:8]=[CH:7][N:6]([C:12](=[O:16])[CH2:13][CH2:14][OH:15])[C:5]2=[O:17]. (2) Given the reactants N1C=CN=C1.CN(C)C=O.C[N:12]([C:19]([O:21][C:22]([CH3:25])([CH3:24])[CH3:23])=[O:20])[C@H:13]([C:16]([OH:18])=O)[CH2:14][OH:15].[Si:26](Cl)([C:39]([CH3:42])([CH3:41])[CH3:40])([C:33]1[CH:38]=[CH:37][CH:36]=[CH:35][CH:34]=1)[C:27]1[CH:32]=[CH:31][CH:30]=[CH:29][CH:28]=1, predict the reaction product. The product is: [C:22]([O:21][C:19]([NH:12][CH:13]([CH2:14][O:15][Si:26]([C:39]([CH3:42])([CH3:41])[CH3:40])([C:33]1[CH:34]=[CH:35][CH:36]=[CH:37][CH:38]=1)[C:27]1[CH:32]=[CH:31][CH:30]=[CH:29][CH:28]=1)[CH2:16][OH:18])=[O:20])([CH3:23])([CH3:24])[CH3:25]. (3) Given the reactants [OH-].[K+].Cl.[NH2:4][C:5]1[N:6]=[CH:7][NH:8][C:9]=1[C:10]([NH2:12])=[O:11].[CH3:13]I, predict the reaction product. The product is: [NH2:4][C:5]1[N:6]([CH3:13])[CH:7]=[N:8][C:9]=1[C:10]([NH2:12])=[O:11]. (4) Given the reactants [OH:1]/[N:2]=[C:3](\Cl)/[C:4]1[CH:15]=[CH:14][C:7]2[B:8]([OH:13])[O:9][C:10]([CH3:12])([CH3:11])[C:6]=2[CH:5]=1.[Br:17][C:18]1[CH:23]=[C:22]([C:24]([C:26]([F:29])([F:28])[F:27])=[CH2:25])[CH:21]=[C:20]([Br:30])[CH:19]=1, predict the reaction product. The product is: [Br:17][C:18]1[CH:23]=[C:22]([C:24]2([C:26]([F:29])([F:27])[F:28])[O:1][N:2]=[C:3]([C:4]3[CH:15]=[CH:14][C:7]4[B:8]([OH:13])[O:9][C:10]([CH3:12])([CH3:11])[C:6]=4[CH:5]=3)[CH2:25]2)[CH:21]=[C:20]([Br:30])[CH:19]=1. (5) Given the reactants [C:1]([C:4]1[CH:5]=[CH:6][C:7]2[O:11][C:10]([C:12]([NH:14][C:15]3[CH:20]=[CH:19][C:18]([Cl:21])=[CH:17][N:16]=3)=[O:13])=[C:9]([NH:22][C:23]([C@H:25]3[CH2:30][CH2:29][C@H:28]([N:31]([CH3:33])[CH3:32])[CH2:27][CH2:26]3)=[O:24])[C:8]=2[CH:34]=1)(O)=[O:2], predict the reaction product. The product is: [CH3:32][N:31]([CH3:33])[C@H:28]1[CH2:27][CH2:26][C@H:25]([C:23]([NH:22][C:9]2[C:8]3[CH:34]=[C:4]([CH2:1][OH:2])[CH:5]=[CH:6][C:7]=3[O:11][C:10]=2[C:12]([NH:14][C:15]2[CH:20]=[CH:19][C:18]([Cl:21])=[CH:17][N:16]=2)=[O:13])=[O:24])[CH2:30][CH2:29]1. (6) Given the reactants [H-].[Na+].[Cl:3][C:4]1[CH:9]=[C:8]([OH:10])[CH:7]=[CH:6][N:5]=1.F[C:12]1[CH:17]=[C:16]([F:18])[C:15]([N+:19]([O-:21])=[O:20])=[CH:14][C:13]=1[CH3:22], predict the reaction product. The product is: [Cl:3][C:4]1[CH:9]=[C:8]([O:10][C:12]2[CH:17]=[C:16]([F:18])[C:15]([N+:19]([O-:21])=[O:20])=[CH:14][C:13]=2[CH3:22])[CH:7]=[CH:6][N:5]=1. (7) Given the reactants [OH:1][C:2]1[CH:3]=[C:4]([CH:10]=[CH:11][C:12]=1[O:13][CH3:14])[C:5]([O:7][CH2:8][CH3:9])=[O:6].Br[CH2:16][CH2:17][CH2:18][CH2:19][CH2:20][CH2:21][C:22]([O:24][CH2:25][CH3:26])=[O:23].C(=O)([O-])[O-].[K+].[K+], predict the reaction product. The product is: [CH2:25]([O:24][C:22](=[O:23])[CH2:21][CH2:20][CH2:19][CH2:18][CH2:17][CH2:16][O:1][C:2]1[CH:3]=[C:4]([CH:10]=[CH:11][C:12]=1[O:13][CH3:14])[C:5]([O:7][CH2:8][CH3:9])=[O:6])[CH3:26]. (8) Given the reactants [S:1]1[C:5]([C@H:6]([O:19][Si:20]([C:33]([CH3:36])([CH3:35])[CH3:34])([C:27]2[CH:32]=[CH:31][CH:30]=[CH:29][CH:28]=2)[C:21]2[CH:26]=[CH:25][CH:24]=[CH:23][CH:22]=2)/[CH:7]=[CH:8]/[C@@H:9]2[C@@H:16]3[C@@H:12]([O:13][CH:14]([OH:17])[CH2:15]3)[CH2:11][C@H:10]2[OH:18])=[CH:4][C:3]2[CH:37]=[CH:38][CH:39]=[CH:40][C:2]1=2.[H][H], predict the reaction product. The product is: [S:1]1[C:5]([C@H:6]([O:19][Si:20]([C:33]([CH3:36])([CH3:35])[CH3:34])([C:21]2[CH:22]=[CH:23][CH:24]=[CH:25][CH:26]=2)[C:27]2[CH:28]=[CH:29][CH:30]=[CH:31][CH:32]=2)[CH2:7][CH2:8][C@@H:9]2[C@@H:16]3[C@@H:12]([O:13][CH:14]([OH:17])[CH2:15]3)[CH2:11][C@H:10]2[OH:18])=[CH:4][C:3]2[CH:37]=[CH:38][CH:39]=[CH:40][C:2]1=2. (9) The product is: [F:39][C:36]([F:37])([F:38])[C:32]1[CH:31]=[C:30]([CH:35]=[CH:34][CH:33]=1)[C:29]([NH:28][C:24]1[CH:23]=[C:22]([C:21]2[C:16]3[CH:15]=[C:14]([C:11]4[CH2:12][CH2:13][N:8]([C:6]([O:5][C:1]([CH3:3])([CH3:4])[CH3:2])=[O:7])[CH2:9][CH:10]=4)[S:41][C:17]=3[N:18]=[CH:19][N:20]=2)[CH:27]=[CH:26][CH:25]=1)=[O:40]. Given the reactants [C:1]([O:5][C:6]([N:8]1[CH2:13][CH2:12][C:11](O)([C:14]2[S:41][C:17]3[N:18]=[CH:19][N:20]=[C:21]([C:22]4[CH:27]=[CH:26][CH:25]=[C:24]([NH:28][C:29](=[O:40])[C:30]5[CH:35]=[CH:34][CH:33]=[C:32]([C:36]([F:39])([F:38])[F:37])[CH:31]=5)[CH:23]=4)[C:16]=3[CH:15]=2)[CH2:10][CH2:9]1)=[O:7])([CH3:4])([CH3:3])[CH3:2].CS(Cl)(=O)=O.N1C=CC=CC=1, predict the reaction product. (10) Given the reactants [CH3:1][O:2][C:3]([NH:5][C@H:6]([C:11]([N:13]1[C@@H:17]([CH3:18])[CH2:16][CH2:15][C@H:14]1[C:19]1[NH:20][C:21]([C:24]2[CH:29]=[C:28]3[CH2:30][O:31][C:32]4[CH:59]=[C:58]5[C:35]([CH:36]=[CH:37][C:38]6[N:42]=[C:41]([C@@H:43]7[CH2:47][C@H:46]([CH2:48][O:49][CH3:50])[CH2:45][N:44]7[C:51](OC(C)(C)C)=[O:52])[NH:40][C:39]=65)=[CH:34][C:33]=4[C:27]3=[CH:26][CH:25]=2)=[CH:22][N:23]=1)=[O:12])[C@H:7]([CH2:9][CH3:10])[CH3:8])=[O:4].Cl.[CH3:61][O:62][C:63]([NH:65][C@@H:66]([CH:70]([CH3:72])[CH3:71])C(O)=O)=[O:64].CN(C(ON1N=NC2C=CC=NC1=2)=[N+](C)C)C.F[P-](F)(F)(F)(F)F.CCN(C(C)C)C(C)C, predict the reaction product. The product is: [CH3:61][O:62][C:63](=[O:64])[NH:65][C@@H:66]([CH:70]([CH3:72])[CH3:71])[C:51]([N:44]1[CH2:45][C@@H:46]([CH2:48][O:49][CH3:50])[CH2:47][C@H:43]1[C:41]1[NH:40][C:39]2[C:58]3[C:35]([CH:36]=[CH:37][C:38]=2[N:42]=1)=[CH:34][C:33]1[C:27]2[C:28]([CH2:30][O:31][C:32]=1[CH:59]=3)=[CH:29][C:24]([C:21]1[NH:20][C:19]([C@@H:14]3[CH2:15][CH2:16][C@H:17]([CH3:18])[N:13]3[C:11](=[O:12])[C@@H:6]([NH:5][C:3]([O:2][CH3:1])=[O:4])[C@@H:7]([CH3:8])[CH2:9][CH3:10])=[N:23][CH:22]=1)=[CH:25][CH:26]=2)=[O:52].